This data is from Full USPTO retrosynthesis dataset with 1.9M reactions from patents (1976-2016). The task is: Predict the reactants needed to synthesize the given product. Given the product [OH:18][C@H:13]1[CH2:14][CH2:15][CH2:16][CH2:17][C@@H:12]1[N:7]1[CH2:6][C:5]2[C:4]3[CH:19]=[CH:20][CH:21]=[CH:22][C:3]=3[C:2]([B:28]3[O:32][C:31]([CH3:34])([CH3:33])[C:30]([CH3:36])([CH3:35])[O:29]3)=[CH:10][C:9]=2[C:8]1=[O:11], predict the reactants needed to synthesize it. The reactants are: Br[C:2]1[C:3]2[CH:22]=[CH:21][CH:20]=[CH:19][C:4]=2[C:5]2[CH2:6][N:7]([C@H:12]3[CH2:17][CH2:16][CH2:15][CH2:14][C@@H:13]3[OH:18])[C:8](=[O:11])[C:9]=2[CH:10]=1.C([O-])(=O)C.[K+].[B:28]1([B:28]2[O:32][C:31]([CH3:34])([CH3:33])[C:30]([CH3:36])([CH3:35])[O:29]2)[O:32][C:31]([CH3:34])([CH3:33])[C:30]([CH3:36])([CH3:35])[O:29]1.ClCCl.